This data is from Forward reaction prediction with 1.9M reactions from USPTO patents (1976-2016). The task is: Predict the product of the given reaction. (1) Given the reactants [CH3:1][C:2]1[CH:8]=[C:7]([N+:9]([O-:11])=[O:10])[CH:6]=[CH:5][C:3]=1[NH2:4].[C:12](Cl)(Cl)=[O:13], predict the reaction product. The product is: [CH3:1][C:2]1[CH:8]=[C:7]([N+:9]([O-:11])=[O:10])[CH:6]=[CH:5][C:3]=1[N:4]=[C:12]=[O:13]. (2) Given the reactants [OH:1][CH:2]1[C:7]([O:10][CH3:11])([O:8][CH3:9])[CH2:6][CH2:5][N:4]([C:12]([O:14][C:15]([CH3:18])([CH3:17])[CH3:16])=[O:13])[CH2:3]1.O1CCC[CH2:20]1.CC(C)([O-])C.[K+].S(OC)(OC)(=O)=O, predict the reaction product. The product is: [CH3:20][O:1][CH:2]1[C:7]([O:8][CH3:9])([O:10][CH3:11])[CH2:6][CH2:5][N:4]([C:12]([O:14][C:15]([CH3:18])([CH3:17])[CH3:16])=[O:13])[CH2:3]1.